From a dataset of Full USPTO retrosynthesis dataset with 1.9M reactions from patents (1976-2016). Predict the reactants needed to synthesize the given product. (1) Given the product [Cl:1][C:2]1[CH:8]=[C:7]([O:9][C:10]2[C:11]3[N:18]([CH3:19])[CH:17]=[CH:16][C:12]=3[N:13]=[CH:14][N:15]=2)[CH:6]=[CH:5][C:3]=1[NH:4][C:27]([NH:36][C:37]1[CH:50]=[C:49]([C:51]([F:54])([F:52])[F:53])[CH:48]=[C:39]([CH2:40][N:41]2[CH2:42][CH2:43][CH:44]([OH:47])[CH2:45][CH2:46]2)[CH:38]=1)=[O:28], predict the reactants needed to synthesize it. The reactants are: [Cl:1][C:2]1[CH:8]=[C:7]([O:9][C:10]2[C:11]3[N:18]([CH3:19])[CH:17]=[CH:16][C:12]=3[N:13]=[CH:14][N:15]=2)[CH:6]=[CH:5][C:3]=1[NH2:4].N1C=CC=CC=1.Cl[C:27](OC1C=CC=CC=1)=[O:28].[NH2:36][C:37]1[CH:38]=[C:39]([CH:48]=[C:49]([C:51]([F:54])([F:53])[F:52])[CH:50]=1)[CH2:40][N:41]1[CH2:46][CH2:45][CH:44]([OH:47])[CH2:43][CH2:42]1. (2) Given the product [C:1]([N:4]1[C:13]2[C:8](=[CH:9][C:10]([C:14]([O:16][CH2:17][CH3:18])=[O:15])=[CH:11][CH:12]=2)[C@H:7]([O:19][C:27]2[CH:28]=[CH:29][C:24]([N+:21]([O-:23])=[O:22])=[CH:25][CH:26]=2)[CH2:6][C@@H:5]1[CH3:20])(=[O:3])[CH3:2], predict the reactants needed to synthesize it. The reactants are: [C:1]([N:4]1[C:13]2[C:8](=[CH:9][C:10]([C:14]([O:16][CH2:17][CH3:18])=[O:15])=[CH:11][CH:12]=2)[C@@H:7]([OH:19])[CH2:6][C@@H:5]1[CH3:20])(=[O:3])[CH3:2].[N+:21]([C:24]1[CH:29]=[CH:28][C:27](O)=[CH:26][CH:25]=1)([O-:23])=[O:22].